Dataset: Catalyst prediction with 721,799 reactions and 888 catalyst types from USPTO. Task: Predict which catalyst facilitates the given reaction. (1) Reactant: [CH3:1][N:2]([CH3:13])[C:3]([C:5]1[CH:10]=[C:9]([Cl:11])[N:8]=[N:7][C:6]=1Cl)=[O:4].[NH3:14]. Product: [CH3:1][N:2]([CH3:13])[C:3]([C:5]1[CH:10]=[C:9]([Cl:11])[N:8]=[N:7][C:6]=1[NH2:14])=[O:4]. The catalyst class is: 8. (2) Reactant: Cl[C:2]1[N:3]=[C:4]([NH:11][C@H:12]2[CH2:16][CH2:15][CH2:14][C@@H:13]2[NH:17][C:18](=[O:24])[O:19][C:20]([CH3:23])([CH3:22])[CH3:21])[C:5]2[S:10][CH2:9][CH2:8][C:6]=2[N:7]=1.C1(NC2C3SCCC=3N=C([N:38]3[CH2:43][CH2:42][N:41]([C:44]4[CH:54]=[CH:53][C:47](C(OCC)=O)=[CH:46][CH:45]=4)[CH2:40][CH2:39]3)N=2)CCCCC1. Product: [C:44]1([N:41]2[CH2:42][CH2:43][N:38]([C:2]3[N:3]=[C:4]([NH:11][C@H:12]4[CH2:16][CH2:15][CH2:14][C@@H:13]4[NH:17][C:18](=[O:24])[O:19][C:20]([CH3:23])([CH3:22])[CH3:21])[C:5]4[S:10][CH2:9][CH2:8][C:6]=4[N:7]=3)[CH2:39][CH2:40]2)[CH:54]=[CH:53][CH:47]=[CH:46][CH:45]=1. The catalyst class is: 12. (3) Reactant: [CH3:1][O:2][N:3]=[CH:4][C:5]1[C:14]2([CH2:17][CH2:16][CH2:15]2)[O:13][C:12]2[C:7](=[C:8]([CH3:20])[C:9]([OH:19])=[C:10]([CH3:18])[CH:11]=2)[CH:6]=1.Cl. Product: [CH3:1][O:2][NH:3][CH2:4][C:5]1[C:14]2([CH2:15][CH2:16][CH2:17]2)[O:13][C:12]2[C:7](=[C:8]([CH3:20])[C:9]([OH:19])=[C:10]([CH3:18])[CH:11]=2)[CH:6]=1. The catalyst class is: 523. (4) Reactant: CON(C)[C:4]([C:6]1[CH:7]=[N:8][N:9]([C:11]([CH3:14])([CH3:13])[CH3:12])[CH:10]=1)=[O:5].[CH3:16][Mg]Br. Product: [C:11]([N:9]1[CH:10]=[C:6]([C:4](=[O:5])[CH3:16])[CH:7]=[N:8]1)([CH3:14])([CH3:13])[CH3:12]. The catalyst class is: 165. (5) Reactant: [F:1][C:2]([F:21])([F:20])[C:3]1[CH:8]=[CH:7][C:6]([C:9]([C:11]2[CH:19]=[CH:18][C:14]([C:15](Cl)=[O:16])=[CH:13][CH:12]=2)=[O:10])=[CH:5][CH:4]=1.[CH3:22][C@H:23]1[CH2:28][N:27]([CH2:29][C:30]2[CH:35]=[CH:34][C:33]([NH:36][CH3:37])=[CH:32][CH:31]=2)[CH2:26][CH2:25][N:24]1[C:38]([O:40][C:41]([CH3:44])([CH3:43])[CH3:42])=[O:39].C(N(CC)CC)C. Product: [CH3:22][C@H:23]1[CH2:28][N:27]([CH2:29][C:30]2[CH:35]=[CH:34][C:33]([N:36]([CH3:37])[C:15]([C:14]3[CH:18]=[CH:19][C:11]([C:9]([C:6]4[CH:7]=[CH:8][C:3]([C:2]([F:21])([F:20])[F:1])=[CH:4][CH:5]=4)=[O:10])=[CH:12][CH:13]=3)=[O:16])=[CH:32][CH:31]=2)[CH2:26][CH2:25][N:24]1[C:38]([O:40][C:41]([CH3:42])([CH3:44])[CH3:43])=[O:39]. The catalyst class is: 34. (6) Reactant: O[CH2:2][C@H:3]1[N:8]([CH2:9][CH:10]([OH:22])[C:11]2[CH:20]=[CH:19][C:14]3[C:15](=[O:18])[O:16][CH2:17][C:13]=3[C:12]=2[CH3:21])[CH2:7][CH2:6][N:5]([C:23]([O:25][C:26]([CH3:29])([CH3:28])[CH3:27])=[O:24])[CH2:4]1.C(C=P(CCCC)(CCCC)CCCC)#N. Product: [CH3:21][C:12]1[C:13]2[CH2:17][O:16][C:15](=[O:18])[C:14]=2[CH:19]=[CH:20][C:11]=1[CH:10]1[O:22][CH2:2][C@@H:3]2[CH2:4][N:5]([C:23]([O:25][C:26]([CH3:28])([CH3:29])[CH3:27])=[O:24])[CH2:6][CH2:7][N:8]2[CH2:9]1. The catalyst class is: 48. (7) Reactant: [NH:1]1[C:9]2[C:4](=[CH:5][CH:6]=[CH:7][CH:8]=2)[C:3]([C:10]([C:12]2[CH:17]=[CH:16][CH:15]=[C:14]([O:18]C)[CH:13]=2)=[O:11])=[N:2]1.[H-].[Na+].[H][H].Br[CH2:25][CH:26]=[C:27]([CH3:29])[CH3:28].[Cl-].[Li+]. Product: [OH:18][C:14]1[CH:13]=[C:12]([C:10]([C:3]2[C:4]3[C:9](=[CH:8][CH:7]=[CH:6][CH:5]=3)[N:1]([CH2:25][CH:26]=[C:27]([CH3:29])[CH3:28])[N:2]=2)=[O:11])[CH:17]=[CH:16][CH:15]=1. The catalyst class is: 384.